From a dataset of Reaction yield outcomes from USPTO patents with 853,638 reactions. Predict the reaction yield, written as a fraction of the theoretical maximum amount of product (1.0 means a 100% yield; for example, 0.34 means a 34% yield). (1) The yield is 0.921. The product is [CH2:31]([O:30][C:14]1[CH:13]=[C:12]([CH:17]=[C:16]([O:18][CH2:19][CH2:20][CH2:21][CH2:22][CH2:23][CH2:24][CH2:25][CH2:26][CH2:27][CH2:28][CH3:29])[CH:15]=1)[CH2:11][OH:10])[CH2:32][CH2:33][CH2:34][CH2:35][CH2:36][CH2:37][CH2:38][CH2:39][CH2:40][CH3:41]. The catalyst is CCOCC. The reactants are [H-].[H-].[H-].[H-].[Li+].[Al+3].N#N.C[O:10][C:11](=O)[C:12]1[CH:17]=[C:16]([O:18][CH2:19][CH2:20][CH2:21][CH2:22][CH2:23][CH2:24][CH2:25][CH2:26][CH2:27][CH2:28][CH3:29])[CH:15]=[C:14]([O:30][CH2:31][CH2:32][CH2:33][CH2:34][CH2:35][CH2:36][CH2:37][CH2:38][CH2:39][CH2:40][CH3:41])[CH:13]=1.O. (2) The reactants are Br[C:2]1[C:3]2[C:8]([C:9]([C:16]3[CH:21]=[CH:20][CH:19]=[CH:18][CH:17]=3)=[C:10]3[C:15]=1[CH:14]=[CH:13][CH:12]=[CH:11]3)=[CH:7][CH:6]=[CH:5][CH:4]=2.[Li]CCCC.[I:27]I.S([O-])([O-])(=O)=S.[Na+].[Na+]. The catalyst is O1CCCC1. The product is [I:27][C:2]1[C:3]2[C:8]([C:9]([C:16]3[CH:21]=[CH:20][CH:19]=[CH:18][CH:17]=3)=[C:10]3[C:15]=1[CH:14]=[CH:13][CH:12]=[CH:11]3)=[CH:7][CH:6]=[CH:5][CH:4]=2. The yield is 0.830. (3) The reactants are Cl.[CH3:2][C:3]1[O:4][C:5]2[C:14]3[CH:13]([CH2:15][CH2:16][NH2:17])[CH2:12][CH2:11][C:10]=3[CH:9]=[CH:8][C:6]=2[N:7]=1.C(N(CC)CC)C.[C:25]([O:28][CH:29]([CH3:33])[C:30](Cl)=[O:31])(=[O:27])[CH3:26]. The catalyst is O1CCCC1. The product is [C:25]([O:28][CH:29]([CH3:33])[C:30]([NH:17][CH2:16][CH2:15][CH:13]1[C:14]2[C:5]3[O:4][C:3]([CH3:2])=[N:7][C:6]=3[CH:8]=[CH:9][C:10]=2[CH2:11][CH2:12]1)=[O:31])(=[O:27])[CH3:26]. The yield is 0.400. (4) The reactants are [Cl:1][C:2]1[C:3]([C:23]#[C:24][Si:25]([CH3:28])([CH3:27])[CH3:26])=[C:4]([N+:20]([O-:22])=[O:21])[C:5](OS(C(F)(F)F)(=O)=O)=[C:6]([CH:11]=1)[C:7]([O:9][CH3:10])=[O:8].[F:29][C:30]1[CH:31]=[C:32](B(O)O)[CH:33]=[CH:34][CH:35]=1.O.C(=O)(O)[O-].[Na+]. The catalyst is C1(C)C=CC=CC=1.C1C=CC([P]([Pd]([P](C2C=CC=CC=2)(C2C=CC=CC=2)C2C=CC=CC=2)([P](C2C=CC=CC=2)(C2C=CC=CC=2)C2C=CC=CC=2)[P](C2C=CC=CC=2)(C2C=CC=CC=2)C2C=CC=CC=2)(C2C=CC=CC=2)C2C=CC=CC=2)=CC=1. The product is [Cl:1][C:2]1[CH:11]=[C:6]([C:7]([O:9][CH3:10])=[O:8])[C:5]([C:34]2[CH:33]=[CH:32][CH:31]=[C:30]([F:29])[CH:35]=2)=[C:4]([N+:20]([O-:22])=[O:21])[C:3]=1[C:23]#[C:24][Si:25]([CH3:26])([CH3:27])[CH3:28]. The yield is 0.860. (5) The catalyst is ClCCl. The reactants are [C:1]([C:4]([C@@H:17]1[CH2:21][CH2:20][N:19](CCCCCCCO)[CH2:18]1)([C:11]1[CH:16]=[CH:15][CH:14]=[CH:13][CH:12]=1)[C:5]1[CH:10]=[CH:9][CH:8]=[CH:7][CH:6]=1)(=[O:3])[NH2:2].C(N(CC)C(C)C)(C)C.CS(C)=O.O. The product is [C:1]([C:4]([C@@H:17]1[CH2:21][CH2:20][NH:19][CH2:18]1)([C:11]1[CH:12]=[CH:13][CH:14]=[CH:15][CH:16]=1)[C:5]1[CH:10]=[CH:9][CH:8]=[CH:7][CH:6]=1)(=[O:3])[NH2:2]. The yield is 0.980.